This data is from Full USPTO retrosynthesis dataset with 1.9M reactions from patents (1976-2016). The task is: Predict the reactants needed to synthesize the given product. (1) Given the product [NH2:15][CH:2]1[CH:9]2[CH2:10][C:5]3([C:12]([NH2:14])=[O:13])[CH2:6][CH:7]([CH2:11][CH:3]1[CH2:4]3)[CH2:8]2, predict the reactants needed to synthesize it. The reactants are: O=[C:2]1[CH:9]2[CH2:10][C:5]3([C:12]([NH2:14])=[O:13])[CH2:6][CH:7]([CH2:11][CH:3]1[CH2:4]3)[CH2:8]2.[NH3:15].[H][H]. (2) Given the product [OH:45][C@H:44]([CH2:46][OH:47])[CH2:43][N:40]1[CH2:39][CH2:38][N:37]([CH:35]=[O:36])[CH2:42][CH2:41]1, predict the reactants needed to synthesize it. The reactants are: C(C1N=C(OCC)C(C2N([C:35]([N:37]3[CH2:42][CH2:41][NH:40][CH2:39][CH2:38]3)=[O:36])C(C3C=CC(Cl)=CC=3)(C)C(C3C=CC(Cl)=CC=3)(C)N=2)=CN=1)(C)(C)C.[CH2:43]1[O:45][C@@H:44]1[CH2:46][OH:47].